This data is from Full USPTO retrosynthesis dataset with 1.9M reactions from patents (1976-2016). The task is: Predict the reactants needed to synthesize the given product. (1) Given the product [N:8]1([CH2:7][CH2:6][CH2:5][C:4]([OH:14])=[O:3])[CH2:13][CH2:12][CH2:11][CH2:10][CH2:9]1, predict the reactants needed to synthesize it. The reactants are: C([O:3][C:4](=[O:14])[CH2:5][CH2:6][CH2:7][N:8]1[CH2:13][CH2:12][CH2:11][CH2:10][CH2:9]1)C.[OH-].[Na+].Cl. (2) Given the product [ClH:23].[N:16]1[C:15]2[CH:19]=[CH:20][S:21][C:14]=2[C:13]([N:10]2[CH2:11][CH2:12][CH:8]([NH2:7])[CH2:9]2)=[N:18][CH:17]=1, predict the reactants needed to synthesize it. The reactants are: C(OC(=O)[NH:7][CH:8]1[CH2:12][CH2:11][N:10]([C:13]2[C:14]3[S:21][CH:20]=[CH:19][C:15]=3[N:16]=[CH:17][N:18]=2)[CH2:9]1)(C)(C)C.[ClH:23].CCOCC. (3) Given the product [CH2:21]([NH:20][C:18](=[O:19])[NH:17][C:11]1[CH:10]=[C:9]2[C:14]([C:15]([OH:16])=[C:6]([C:4]([NH:28][CH2:29][CH2:30][C:31]([OH:33])=[O:32])=[O:5])[N:7]=[CH:8]2)=[CH:13][CH:12]=1)[C:22]1[CH:27]=[CH:26][CH:25]=[CH:24][CH:23]=1, predict the reactants needed to synthesize it. The reactants are: C(O[C:4]([C:6]1[N:7]=[CH:8][C:9]2[C:14]([C:15]=1[OH:16])=[CH:13][CH:12]=[C:11]([NH:17][C:18]([NH:20][CH2:21][C:22]1[CH:27]=[CH:26][CH:25]=[CH:24][CH:23]=1)=[O:19])[CH:10]=2)=[O:5])C.[NH2:28][CH2:29][CH2:30][C:31]([OH:33])=[O:32].